This data is from Full USPTO retrosynthesis dataset with 1.9M reactions from patents (1976-2016). The task is: Predict the reactants needed to synthesize the given product. (1) Given the product [ClH:28].[F:9][C:8]1[C:3]([C:1]#[N:2])=[C:4]([CH3:27])[C:5]([C@@H:10]2[O:15][CH2:14][C@H:13]3[CH2:16][NH:17][CH2:18][CH2:19][N:12]3[CH2:11]2)=[CH:6][CH:7]=1, predict the reactants needed to synthesize it. The reactants are: [C:1]([C:3]1[C:4]([CH3:27])=[C:5]([C@@H:10]2[O:15][CH2:14][C@H:13]3[CH2:16][N:17](C(OC(C)(C)C)=O)[CH2:18][CH2:19][N:12]3[CH2:11]2)[CH:6]=[CH:7][C:8]=1[F:9])#[N:2].[ClH:28]. (2) Given the product [CH3:13][O:12][C:6]1[CH:5]=[C:4]2[C:9]([CH:10]=[CH:11][C:2]([CH2:14][CH2:15][OH:16])=[CH:3]2)=[CH:8][CH:7]=1, predict the reactants needed to synthesize it. The reactants are: Br[C:2]1[CH:11]=[CH:10][C:9]2[C:4](=[CH:5][C:6]([O:12][CH3:13])=[CH:7][CH:8]=2)[CH:3]=1.[CH2:14]1[O:16][CH2:15]1.